Task: Predict the reactants needed to synthesize the given product.. Dataset: Full USPTO retrosynthesis dataset with 1.9M reactions from patents (1976-2016) (1) The reactants are: [Br:1][C:2]1[CH:3]=[C:4]([CH:11]=[C:12](/[CH:15]=[CH:16]/[CH2:17][O:18][CH3:19])[C:13]=1[CH3:14])[C:5]([NH:7][CH:8]1[CH2:10][CH2:9]1)=[O:6]. Given the product [Br:1][C:2]1[CH:3]=[C:4]([CH:11]=[C:12]([CH2:15][CH2:16][CH2:17][O:18][CH3:19])[C:13]=1[CH3:14])[C:5]([NH:7][CH:8]1[CH2:10][CH2:9]1)=[O:6], predict the reactants needed to synthesize it. (2) Given the product [CH2:1]([O:8][C:9]1[CH:14]=[CH:13][C:12]([I:15])=[CH:11][C:10]=1[CH2:16][C:26]([NH:25][C:23]([O:22][C:18]([CH3:20])([CH3:19])[CH3:21])=[O:24])([C:27]([O:29][CH2:30][CH3:31])=[O:28])[C:32]([O:34][CH2:35][CH3:36])=[O:33])[C:2]1[CH:7]=[CH:6][CH:5]=[CH:4][CH:3]=1, predict the reactants needed to synthesize it. The reactants are: [CH2:1]([O:8][C:9]1[CH:14]=[CH:13][C:12]([I:15])=[CH:11][C:10]=1[CH2:16]Br)[C:2]1[CH:7]=[CH:6][CH:5]=[CH:4][CH:3]=1.[C:18]([O:22][C:23]([NH:25][CH:26]([C:32]([O:34][CH2:35][CH3:36])=[O:33])[C:27]([O:29][CH2:30][CH3:31])=[O:28])=[O:24])([CH3:21])([CH3:20])[CH3:19].[O-]CC.[Na+]. (3) The reactants are: Cl[C:2]1[C:3]2[C:4](=[CH:18][N:19](CC3C=CC(OC)=CC=3)[N:20]=2)[N:5]=[C:6]([C:8]2[CH:13]=[CH:12][C:11]([O:14][CH3:15])=[C:10]([O:16][CH3:17])[CH:9]=2)[N:7]=1.[O:30]1[CH2:35][CH2:34][N:33]([C:36]2[CH:42]=[CH:41][C:39]([NH2:40])=[CH:38][CH:37]=2)[CH2:32][CH2:31]1.Cl. Given the product [CH3:17][O:16][C:10]1[CH:9]=[C:8]([C:6]2[N:7]=[C:2]([NH:40][C:39]3[CH:38]=[CH:37][C:36]([N:33]4[CH2:34][CH2:35][O:30][CH2:31][CH2:32]4)=[CH:42][CH:41]=3)[C:3]3[NH:20][N:19]=[CH:18][C:4]=3[N:5]=2)[CH:13]=[CH:12][C:11]=1[O:14][CH3:15], predict the reactants needed to synthesize it. (4) Given the product [OH:35][C:36]1[CH:37]=[C:38]([C:42]2[C:43]3[CH2:56][CH2:55][N:54]([C:57]4[CH:58]=[C:59]([CH:62]=[CH:63][CH:64]=4)[C:60]#[N:61])[C:44]=3[N:45]=[C:46]([N:48]3[CH2:49][CH2:50][O:51][CH2:52][CH2:53]3)[N:47]=2)[CH:39]=[CH:40][CH:41]=1, predict the reactants needed to synthesize it. The reactants are: ClC1C(CCCl)=C(C2C=CC=C(OC)C=2)N=C(N2CCOCC2)N=1.C(C1C=C(C=CC=1)N)#N.C[O:35][C:36]1[CH:37]=[C:38]([C:42]2[C:43]3[CH2:56][CH2:55][N:54]([C:57]4[CH:58]=[C:59]([CH:62]=[CH:63][CH:64]=4)[C:60]#[N:61])[C:44]=3[N:45]=[C:46]([N:48]3[CH2:53][CH2:52][O:51][CH2:50][CH2:49]3)[N:47]=2)[CH:39]=[CH:40][CH:41]=1. (5) The reactants are: C(OC(=O)[NH:7][C@H:8]([CH:11]([OH:22])[C:12]1[O:13][C:14]([C:17]2[S:18][CH:19]=[CH:20][CH:21]=2)=[CH:15][N:16]=1)[CH2:9][CH3:10])(C)(C)C.[ClH:24]. Given the product [ClH:24].[NH2:7][CH:8]([CH2:9][CH3:10])[C@@H:11]([C:12]1[O:13][C:14]([C:17]2[S:18][CH:19]=[CH:20][CH:21]=2)=[CH:15][N:16]=1)[OH:22], predict the reactants needed to synthesize it.